This data is from Forward reaction prediction with 1.9M reactions from USPTO patents (1976-2016). The task is: Predict the product of the given reaction. (1) Given the reactants Cl[C:2]1[C:11]2[C:6](=[CH:7][CH:8]=[CH:9][C:10]=2[F:12])[N:5]=[CH:4][N:3]=1.[NH2:13][C:14]1[CH:19]=[CH:18][C:17]([OH:20])=[C:16]([CH3:21])[CH:15]=1.N, predict the reaction product. The product is: [CH3:21][C:16]1[CH:15]=[C:14]([NH:13][C:2]2[C:11]3[C:6](=[CH:7][CH:8]=[CH:9][C:10]=3[F:12])[N:5]=[CH:4][N:3]=2)[CH:19]=[CH:18][C:17]=1[OH:20]. (2) The product is: [O:9]1[C:13]2[CH:14]=[CH:15][C:16]([C:5](=[O:6])[CH3:7])=[CH:17][C:12]=2[CH2:11][CH2:10]1. Given the reactants [Al+3].[Cl-].[Cl-].[Cl-].[C:5](Cl)([CH3:7])=[O:6].[O:9]1[C:13]2[CH:14]=[CH:15][CH:16]=[CH:17][C:12]=2[CH2:11][CH2:10]1, predict the reaction product. (3) Given the reactants [CH:1]1([NH:4][C:5]([CH:7]2[C:15]3[C:10](=[CH:11][CH:12]=[CH:13][CH:14]=3)[CH2:9][NH:8]2)=[O:6])[CH2:3][CH2:2]1.[Cl:16][C:17]1[C:18]([O:30][CH2:31][O:32][CH3:33])=[CH:19][C:20]([O:26][CH2:27][O:28][CH3:29])=[C:21]([CH:25]=1)[C:22](O)=[O:23].CN1CCOCC1.Cl.CN(C)CCCN=C=NCC.ON1C2C=CC=CC=2N=N1, predict the reaction product. The product is: [Cl:16][C:17]1[C:18]([O:30][CH2:31][O:32][CH3:33])=[CH:19][C:20]([O:26][CH2:27][O:28][CH3:29])=[C:21]([CH:25]=1)[C:22]([N:8]1[CH2:9][C:10]2[C:15](=[CH:14][CH:13]=[CH:12][CH:11]=2)[CH:7]1[C:5]([NH:4][CH:1]1[CH2:3][CH2:2]1)=[O:6])=[O:23]. (4) Given the reactants [NH2:1][C:2]1[CH:7]=[C:6]([Cl:8])[CH:5]=[CH:4][C:3]=1[SH:9].Br.Br[CH2:12][C:13]1[CH:18]=[CH:17][CH:16]=[CH:15][N:14]=1.[O:19]1[C:23]2[CH:24]=[CH:25][CH:26]=[CH:27][C:22]=2[CH:21]=[C:20]1[S:28](Cl)(=[O:30])=[O:29], predict the reaction product. The product is: [Cl:8][C:6]1[CH:5]=[CH:4][C:3]([S:9][CH2:12][C:13]2[CH:18]=[CH:17][CH:16]=[CH:15][N:14]=2)=[C:2]([NH:1][S:28]([C:20]2[O:19][C:23]3[CH:24]=[CH:25][CH:26]=[CH:27][C:22]=3[CH:21]=2)(=[O:29])=[O:30])[CH:7]=1. (5) Given the reactants [F:1][C:2]([F:29])([C:13]1[CH:18]=[CH:17][C:16]([C:19]2[CH:24]=[CH:23][C:22]([C:25]([F:28])([F:27])[F:26])=[CH:21][CH:20]=2)=[CH:15][CH:14]=1)[O:3][C:4]1[CH:9]=[CH:8][C:7]([F:10])=[CH:6][C:5]=1[CH2:11]O.C1(P(C2C=CC=CC=2)C2C=CC=CC=2)C=CC=CC=1.[Br:49]C(Br)(Br)Br, predict the reaction product. The product is: [F:1][C:2]([O:3][C:4]1[CH:9]=[CH:8][C:7]([F:10])=[CH:6][C:5]=1[CH2:11][Br:49])([F:29])[C:13]1[CH:18]=[CH:17][C:16]([C:19]2[CH:24]=[CH:23][C:22]([C:25]([F:28])([F:27])[F:26])=[CH:21][CH:20]=2)=[CH:15][CH:14]=1. (6) The product is: [Cl:26][C:16]1[N:11]2[N:10]=[C:9]([CH2:17][CH2:18][CH3:19])[C:8]([C:6]3[CH:5]=[CH:4][N:3]=[C:2]([F:1])[CH:7]=3)=[C:12]2[CH:13]=[CH:14][CH:15]=1. Given the reactants [F:1][C:2]1[CH:7]=[C:6]([C:8]2[C:9]([CH2:17][CH2:18][CH3:19])=[N:10][N:11]3[CH:16]=[CH:15][CH:14]=[CH:13][C:12]=23)[CH:5]=[CH:4][N:3]=1.C([Li])CCC.C(Cl)(Cl)(Cl)[Cl:26], predict the reaction product.